This data is from Catalyst prediction with 721,799 reactions and 888 catalyst types from USPTO. The task is: Predict which catalyst facilitates the given reaction. Reactant: [Cl:1][C:2]1[CH:3]=[CH:4][C:5]([CH2:8][O:9][C:10]2[CH:15]=[CH:14][N:13]([C:16]3[CH:17]=[N:18][C:19]([N:22]4[CH2:27][CH2:26][N:25](C(OC(C)(C)C)=O)[CH2:24][CH2:23]4)=[CH:20][CH:21]=3)[C:12](=[O:35])[CH:11]=2)=[N:6][CH:7]=1.C(O)(C(F)(F)F)=O. Product: [Cl:1][C:2]1[CH:3]=[CH:4][C:5]([CH2:8][O:9][C:10]2[CH:15]=[CH:14][N:13]([C:16]3[CH:17]=[N:18][C:19]([N:22]4[CH2:23][CH2:24][NH:25][CH2:26][CH2:27]4)=[CH:20][CH:21]=3)[C:12](=[O:35])[CH:11]=2)=[N:6][CH:7]=1. The catalyst class is: 2.